From a dataset of Catalyst prediction with 721,799 reactions and 888 catalyst types from USPTO. Predict which catalyst facilitates the given reaction. (1) Reactant: C(C1C=CC=CC=1C#N)#C.[CH3:11][Si:12]([C:15]#[CH:16])([CH3:14])[CH3:13].[I:17][C:18]1[CH:23]=[CH:22][CH:21]=[CH:20][C:19]=1I. Product: [CH3:11][Si:12]([CH3:14])([CH3:13])[C:15]#[C:16][C:19]1[CH:20]=[CH:21][CH:22]=[CH:23][C:18]=1[I:17]. The catalyst class is: 45. (2) Reactant: C([N:8]1[C:12]2=[N:13][C:14]([CH3:18])=[C:15]([Br:17])[N:16]=[C:11]2[C:10]([CH3:19])=[N:9]1)C1C=CC=CC=1.[Cl-].[Al+3].[Cl-].[Cl-]. Product: [Br:17][C:15]1[N:16]=[C:11]2[C:10]([CH3:19])=[N:9][NH:8][C:12]2=[N:13][C:14]=1[CH3:18]. The catalyst class is: 11. (3) Reactant: [CH2:1]([CH:8]1[CH2:13][CH2:12][N:11]([CH2:14][CH2:15][C:16]#[C:17][C:18]2[CH:19]=[C:20]([NH2:25])[C:21]([NH2:24])=[CH:22][CH:23]=2)[CH2:10][CH2:9]1)[C:2]1[CH:7]=[CH:6][CH:5]=[CH:4][CH:3]=1.[C:26](C1NC=CN=1)(C1NC=CN=1)=[O:27]. Product: [CH2:1]([CH:8]1[CH2:9][CH2:10][N:11]([CH2:14][CH2:15][C:16]#[C:17][C:18]2[CH:23]=[CH:22][C:21]3[NH:24][C:26](=[O:27])[NH:25][C:20]=3[CH:19]=2)[CH2:12][CH2:13]1)[C:2]1[CH:3]=[CH:4][CH:5]=[CH:6][CH:7]=1. The catalyst class is: 116. (4) Reactant: [CH3:1][C:2]1[C:7]2[N:8]=[C:9]([C:11]3[CH:16]=[CH:15][C:14]([O:17][CH3:18])=[CH:13][CH:12]=3)[S:10][C:6]=2[CH:5]=[C:4]([O:19][CH3:20])[C:3]=1C(O)=O.[OH-:24].[Na+].C1C[O:29]CC1. Product: [C:1]([C:2]1[C:7]2[N:8]=[C:9]([C:11]3[CH:16]=[CH:15][C:14]([O:17][CH3:18])=[CH:13][CH:12]=3)[S:10][C:6]=2[CH:5]=[C:4]([O:19][CH3:20])[CH:3]=1)([OH:29])=[O:24]. The catalyst class is: 6. (5) Reactant: [Li]CCCC.C(NC(C)C)(C)C.[Br:13][C:14]1[CH:19]=[CH:18][CH:17]=[C:16]([Cl:20])[CH:15]=1.[C:21](=[O:23])=[O:22]. Product: [Br:13][C:14]1[CH:19]=[CH:18][CH:17]=[C:16]([Cl:20])[C:15]=1[C:21]([OH:23])=[O:22]. The catalyst class is: 1. (6) Reactant: Cl.[CH3:2][O:3][C:4](=[NH:6])[NH2:5].C[O-].[Na+].C(#N)C.[CH2:13]([C:20]1[O:21][C:22](=[O:27])[C:23](=[CH:25]O)[N:24]=1)[C:14]1[CH:19]=[CH:18][CH:17]=[CH:16][CH:15]=1. Product: [CH3:2][O:3][C:4]1[NH:5][C:22](=[O:27])[C:23]([NH:24][C:20](=[O:21])[CH2:13][C:14]2[CH:19]=[CH:18][CH:17]=[CH:16][CH:15]=2)=[CH:25][N:6]=1. The catalyst class is: 24. (7) Reactant: [Cl:1][C:2]1[C:7]([F:8])=[C:6]([NH2:9])[CH:5]=[CH:4][N:3]=1.[Cl:10][C:11]1[CH:19]=[CH:18][CH:17]=[C:16]([Cl:20])[C:12]=1[C:13](Cl)=[O:14].C(N(CC)CC)C. Product: [Cl:10][C:11]1[CH:19]=[CH:18][CH:17]=[C:16]([Cl:20])[C:12]=1[C:13]([NH:9][C:6]1[CH:5]=[CH:4][N:3]=[C:2]([Cl:1])[C:7]=1[F:8])=[O:14]. The catalyst class is: 12. (8) Reactant: CC(O[C:6]([N:8]1[CH2:12][CH2:11][C@@H:10]([CH2:13][C:14]([NH:16][C:17]2[N:21]([CH3:22])[N:20]=[CH:19][C:18]=2[C:23]([O:25][CH2:26][CH3:27])=[O:24])=[O:15])[CH2:9]1)=[O:7])(C)C.Cl.CCN([CH:35]([CH3:37])[CH3:36])C(C)C.C1(C(Cl)=O)CC1. Product: [CH:35]1([C:6]([N:8]2[CH2:12][CH2:11][C@@H:10]([CH2:13][C:14]([NH:16][C:17]3[N:21]([CH3:22])[N:20]=[CH:19][C:18]=3[C:23]([O:25][CH2:26][CH3:27])=[O:24])=[O:15])[CH2:9]2)=[O:7])[CH2:37][CH2:36]1. The catalyst class is: 191.